This data is from Full USPTO retrosynthesis dataset with 1.9M reactions from patents (1976-2016). The task is: Predict the reactants needed to synthesize the given product. (1) Given the product [CH3:20][NH:19][C:17]([C:13]1[CH:12]=[C:11]([O:8][C:5]2[CH:6]=[CH:7][C:2]([NH2:1])=[CH:3][C:4]=2[Cl:9])[CH:16]=[CH:15][N:14]=1)=[O:18], predict the reactants needed to synthesize it. The reactants are: [NH2:1][C:2]1[CH:7]=[CH:6][C:5]([OH:8])=[C:4]([Cl:9])[CH:3]=1.Cl[C:11]1[CH:16]=[CH:15][N:14]=[C:13]([C:17]([NH:19][CH3:20])=[O:18])[CH:12]=1. (2) Given the product [NH2:4][C:5]1[N:9]([C@@H:10]2[CH2:15][CH2:14][CH2:13][NH:12][CH2:11]2)[N:8]=[C:7]([C:26]2[CH:27]=[CH:28][C:29]([O:32][C:33]3[CH:38]=[CH:37][C:36]([Cl:39])=[CH:35][N:34]=3)=[CH:30][CH:31]=2)[C:6]=1[C:40]([NH2:41])=[O:43], predict the reactants needed to synthesize it. The reactants are: C([NH:4][C:5]1[N:9]([C@@H:10]2[CH2:15][CH2:14][CH2:13][N:12](C(OCC3C=CC=CC=3)=O)[CH2:11]2)[N:8]=[C:7]([C:26]2[CH:31]=[CH:30][C:29]([O:32][C:33]3[CH:38]=[CH:37][C:36]([Cl:39])=[CH:35][N:34]=3)=[CH:28][CH:27]=2)[C:6]=1[C:40]#[N:41])(=O)C.S(=O)(=O)(O)[OH:43].[OH-].[NH4+]. (3) Given the product [C:23]([O:27][C:28]([NH:30][C@@H:31]([CH2:36][C:37]1[CH:38]=[CH:39][C:40]([B:11]2[O:12][C:13]([CH3:15])([CH3:14])[C:9]([CH3:16])([CH3:8])[O:10]2)=[CH:41][CH:42]=1)[C:32]([O:34][CH3:35])=[O:33])=[O:29])([CH3:26])([CH3:24])[CH3:25], predict the reactants needed to synthesize it. The reactants are: C(N(CC)CC)C.[CH3:8][C:9]1([CH3:16])[C:13]([CH3:15])([CH3:14])[O:12][BH:11][O:10]1.O1CCOCC1.[C:23]([O:27][C:28]([NH:30][C@@H:31]([CH2:36][C:37]1[CH:42]=[CH:41][C:40](I)=[CH:39][CH:38]=1)[C:32]([O:34][CH3:35])=[O:33])=[O:29])([CH3:26])([CH3:25])[CH3:24]. (4) Given the product [F:1][C:2]1[CH:3]=[C:4]([CH:8]=[CH:9][C:10]=1[C:11]1[S:12][C:13]2[C:18]([N:19]=1)=[CH:17][CH:16]=[C:15]([C:20]1([C:23]3[CH:24]=[CH:25][CH:26]=[CH:27][CH:28]=3)[CH2:21][CH2:22]1)[N:14]=2)[C:5]([NH:34][CH2:33][C:32]([O:31][CH3:30])=[O:35])=[O:6], predict the reactants needed to synthesize it. The reactants are: [F:1][C:2]1[CH:3]=[C:4]([CH:8]=[CH:9][C:10]=1[C:11]1[S:12][C:13]2[C:18]([N:19]=1)=[CH:17][CH:16]=[C:15]([C:20]1([C:23]3[CH:28]=[CH:27][CH:26]=[CH:25][CH:24]=3)[CH2:22][CH2:21]1)[N:14]=2)[C:5](O)=[O:6].Cl.[CH3:30][O:31][C:32](=[O:35])[CH2:33][NH2:34].